Dataset: Reaction yield outcomes from USPTO patents with 853,638 reactions. Task: Predict the reaction yield, written as a fraction of the theoretical maximum amount of product (1.0 means a 100% yield; for example, 0.34 means a 34% yield). (1) The reactants are [Br:1][C:2]1[C:7]([CH:8]=[O:9])=[C:6]([F:10])[C:5]([O:11]C)=[CH:4][CH:3]=1.B(Br)(Br)Br. The catalyst is ClCCl. The product is [Br:1][C:2]1[C:7]([CH:8]=[O:9])=[C:6]([F:10])[C:5]([OH:11])=[CH:4][CH:3]=1. The yield is 0.860. (2) The yield is 0.680. The catalyst is CN(C=O)C. The reactants are [NH2:1][C@@H:2]1[CH2:13][CH:12]=[CH:11][CH2:10][C@@H:9]([CH3:14])[C:8](=[O:15])[O:7][CH2:6][C@@H:5]([C:16]2[CH:21]=[CH:20][CH:19]=[CH:18][CH:17]=2)[NH:4][C:3]1=[O:22].CCN(CC)CC.[C:30](OC(=O)C)(=[O:32])[CH3:31]. The product is [CH3:14][C@H:9]1[C:8](=[O:15])[O:7][CH2:6][C@@H:5]([C:16]2[CH:21]=[CH:20][CH:19]=[CH:18][CH:17]=2)[NH:4][C:3](=[O:22])[C@H:2]([NH:1][C:30](=[O:32])[CH3:31])[CH2:13][CH:12]=[CH:11][CH2:10]1. (3) The catalyst is C(Cl)(Cl)Cl. The reactants are [Cl:1][C:2]1[CH:3]=[N:4][N:5]([CH3:16])[C:6]=1[C:7]1[CH:8]=[C:9]([C:13]([OH:15])=O)[O:10][C:11]=1[CH3:12].[NH2:17][C@@H:18]([CH2:31][C:32]1[CH:37]=[CH:36][C:35]([F:38])=[CH:34][CH:33]=1)[CH2:19][N:20]1[C:28](=[O:29])[C:27]2[C:22](=[CH:23][CH:24]=[CH:25][CH:26]=2)[C:21]1=[O:30].CC(OC(N[C@H](C(O)=O)CC1C=CC=CC=1C(F)(F)F)=O)(C)C.C1CN([P+](Br)(N2CCCC2)N2CCCC2)CC1.F[P-](F)(F)(F)(F)F.CCN(C(C)C)C(C)C. The product is [Cl:1][C:2]1[CH:3]=[N:4][N:5]([CH3:16])[C:6]=1[C:7]1[CH:8]=[C:9]([C:13]([NH:17][C@@H:18]([CH2:31][C:32]2[CH:33]=[CH:34][C:35]([F:38])=[CH:36][CH:37]=2)[CH2:19][N:20]2[C:28](=[O:29])[C:27]3[C:22](=[CH:23][CH:24]=[CH:25][CH:26]=3)[C:21]2=[O:30])=[O:15])[O:10][C:11]=1[CH3:12]. The yield is 0.670. (4) The reactants are Cl[C:2]1[N:7]=[CH:6][C:5]([C:8]([O:10][CH2:11][CH3:12])=[O:9])=[CH:4][CH:3]=1.[NH:13]1[CH:17]=[CH:16][CH:15]=[N:14]1.C(=O)([O-])[O-].[Cs+].[Cs+]. The catalyst is CS(C)=O. The product is [N:13]1([C:2]2[N:7]=[CH:6][C:5]([C:8]([O:10][CH2:11][CH3:12])=[O:9])=[CH:4][CH:3]=2)[CH:17]=[CH:16][CH:15]=[N:14]1. The yield is 0.850. (5) The reactants are C[O:2][C:3]([C:5]1([CH2:11][CH2:12][NH:13][C:14]2[CH:19]=[CH:18][C:17]([Br:20])=[CH:16][N:15]=2)[CH2:10][CH2:9][O:8][CH2:7][CH2:6]1)=O.CC(C)([O-])C.[K+]. The catalyst is C1COCC1.C(OCC)(=O)C. The product is [Br:20][C:17]1[CH:18]=[CH:19][C:14]([N:13]2[CH2:12][CH2:11][C:5]3([CH2:10][CH2:9][O:8][CH2:7][CH2:6]3)[C:3]2=[O:2])=[N:15][CH:16]=1. The yield is 0.460. (6) The reactants are [CH:1]([C:4]1[NH:5][C:6]2[C:11]([CH:12]=1)=[CH:10][C:9]([N+:13]([O-])=O)=[CH:8][CH:7]=2)([CH3:3])[CH3:2]. The catalyst is [Ni].CO. The product is [CH:1]([C:4]1[NH:5][C:6]2[C:11]([CH:12]=1)=[CH:10][C:9]([NH2:13])=[CH:8][CH:7]=2)([CH3:3])[CH3:2]. The yield is 0.410. (7) The reactants are [Cl:1][C:2]1[CH:3]=[C:4]([C:8]2[CH:9]=[C:10]([CH2:18][N:19]3[CH:23]=[N:22][C:21]([NH2:24])=[N:20]3)[CH:11]=[N:12][C:13]=2[O:14][CH:15]([F:17])[F:16])[CH:5]=[CH:6][CH:7]=1.C=O.[C:27](O[BH-](OC(=O)C)OC(=O)C)(=O)C.[Na+]. The catalyst is C(Cl)Cl.CC(O)=O. The product is [Cl:1][C:2]1[CH:3]=[C:4]([C:8]2[CH:9]=[C:10]([CH2:18][N:19]3[CH:23]=[N:22][C:21]([NH:24][CH3:27])=[N:20]3)[CH:11]=[N:12][C:13]=2[O:14][CH:15]([F:17])[F:16])[CH:5]=[CH:6][CH:7]=1. The yield is 0.200. (8) The reactants are [CH:1]1([C:4]2[C:14]3[O:13][CH2:12][CH2:11][N:10](C(OC(C)(C)C)=O)[CH2:9][C:8]=3[C:7]([F:22])=[CH:6][CH:5]=2)[CH2:3][CH2:2]1.C(OCC)(=O)C.[ClH:29]. The catalyst is C(OCC)(=O)C. The product is [ClH:29].[CH:1]1([C:4]2[C:14]3[O:13][CH2:12][CH2:11][NH:10][CH2:9][C:8]=3[C:7]([F:22])=[CH:6][CH:5]=2)[CH2:3][CH2:2]1. The yield is 0.673.